This data is from NCI-60 drug combinations with 297,098 pairs across 59 cell lines. The task is: Regression. Given two drug SMILES strings and cell line genomic features, predict the synergy score measuring deviation from expected non-interaction effect. (1) Drug 1: CC1=C(C=C(C=C1)NC(=O)C2=CC=C(C=C2)CN3CCN(CC3)C)NC4=NC=CC(=N4)C5=CN=CC=C5. Synergy scores: CSS=-1.06, Synergy_ZIP=-1.26, Synergy_Bliss=-2.34, Synergy_Loewe=-4.12, Synergy_HSA=-4.18. Drug 2: CCCCCOC(=O)NC1=NC(=O)N(C=C1F)C2C(C(C(O2)C)O)O. Cell line: SR. (2) Drug 1: C1=CC(=CC=C1CCC2=CNC3=C2C(=O)NC(=N3)N)C(=O)NC(CCC(=O)O)C(=O)O. Drug 2: C1=CN(C=N1)CC(O)(P(=O)(O)O)P(=O)(O)O. Cell line: UO-31. Synergy scores: CSS=18.6, Synergy_ZIP=-12.1, Synergy_Bliss=-6.49, Synergy_Loewe=-10.9, Synergy_HSA=-4.49. (3) Drug 1: COC1=CC(=CC(=C1O)OC)C2C3C(COC3=O)C(C4=CC5=C(C=C24)OCO5)OC6C(C(C7C(O6)COC(O7)C8=CC=CS8)O)O. Drug 2: C(CC(=O)O)C(=O)CN.Cl. Cell line: HOP-92. Synergy scores: CSS=41.9, Synergy_ZIP=-6.86, Synergy_Bliss=-6.55, Synergy_Loewe=-4.74, Synergy_HSA=-3.31. (4) Drug 1: CCN(CC)CCNC(=O)C1=C(NC(=C1C)C=C2C3=C(C=CC(=C3)F)NC2=O)C. Drug 2: CCC1(CC2CC(C3=C(CCN(C2)C1)C4=CC=CC=C4N3)(C5=C(C=C6C(=C5)C78CCN9C7C(C=CC9)(C(C(C8N6C)(C(=O)OC)O)OC(=O)C)CC)OC)C(=O)OC)O.OS(=O)(=O)O. Cell line: A498. Synergy scores: CSS=-1.15, Synergy_ZIP=-0.584, Synergy_Bliss=-2.59, Synergy_Loewe=-2.26, Synergy_HSA=-2.69. (5) Drug 1: C1=NC(=NC(=O)N1C2C(C(C(O2)CO)O)O)N. Drug 2: CC1C(C(CC(O1)OC2CC(OC(C2O)C)OC3=CC4=CC5=C(C(=O)C(C(C5)C(C(=O)C(C(C)O)O)OC)OC6CC(C(C(O6)C)O)OC7CC(C(C(O7)C)O)OC8CC(C(C(O8)C)O)(C)O)C(=C4C(=C3C)O)O)O)O. Cell line: SR. Synergy scores: CSS=56.9, Synergy_ZIP=-3.14, Synergy_Bliss=-0.919, Synergy_Loewe=-6.12, Synergy_HSA=0.540. (6) Drug 1: CC1C(C(=O)NC(C(=O)N2CCCC2C(=O)N(CC(=O)N(C(C(=O)O1)C(C)C)C)C)C(C)C)NC(=O)C3=C4C(=C(C=C3)C)OC5=C(C(=O)C(=C(C5=N4)C(=O)NC6C(OC(=O)C(N(C(=O)CN(C(=O)C7CCCN7C(=O)C(NC6=O)C(C)C)C)C)C(C)C)C)N)C. Drug 2: C1=CN(C(=O)N=C1N)C2C(C(C(O2)CO)O)O.Cl. Cell line: HOP-92. Synergy scores: CSS=28.4, Synergy_ZIP=-11.4, Synergy_Bliss=-7.85, Synergy_Loewe=-4.89, Synergy_HSA=-2.58. (7) Drug 1: CC1=CC=C(C=C1)C2=CC(=NN2C3=CC=C(C=C3)S(=O)(=O)N)C(F)(F)F. Drug 2: C#CCC(CC1=CN=C2C(=N1)C(=NC(=N2)N)N)C3=CC=C(C=C3)C(=O)NC(CCC(=O)O)C(=O)O. Cell line: MOLT-4. Synergy scores: CSS=82.8, Synergy_ZIP=0.989, Synergy_Bliss=-1.56, Synergy_Loewe=-24.1, Synergy_HSA=-3.18. (8) Drug 2: CCC1(CC2CC(C3=C(CCN(C2)C1)C4=CC=CC=C4N3)(C5=C(C=C6C(=C5)C78CCN9C7C(C=CC9)(C(C(C8N6C)(C(=O)OC)O)OC(=O)C)CC)OC)C(=O)OC)O.OS(=O)(=O)O. Drug 1: C(=O)(N)NO. Synergy scores: CSS=-1.75, Synergy_ZIP=1.48, Synergy_Bliss=1.25, Synergy_Loewe=-1.26, Synergy_HSA=-2.00. Cell line: MALME-3M. (9) Drug 1: CS(=O)(=O)C1=CC(=C(C=C1)C(=O)NC2=CC(=C(C=C2)Cl)C3=CC=CC=N3)Cl. Synergy scores: CSS=68.9, Synergy_ZIP=17.2, Synergy_Bliss=11.6, Synergy_Loewe=-45.1, Synergy_HSA=7.40. Cell line: COLO 205. Drug 2: CCC1=CC2CC(C3=C(CN(C2)C1)C4=CC=CC=C4N3)(C5=C(C=C6C(=C5)C78CCN9C7C(C=CC9)(C(C(C8N6C)(C(=O)OC)O)OC(=O)C)CC)OC)C(=O)OC.C(C(C(=O)O)O)(C(=O)O)O. (10) Drug 1: CC1=C2C(C(=O)C3(C(CC4C(C3C(C(C2(C)C)(CC1OC(=O)C(C(C5=CC=CC=C5)NC(=O)OC(C)(C)C)O)O)OC(=O)C6=CC=CC=C6)(CO4)OC(=O)C)O)C)O. Drug 2: CCN(CC)CCNC(=O)C1=C(NC(=C1C)C=C2C3=C(C=CC(=C3)F)NC2=O)C. Cell line: SNB-75. Synergy scores: CSS=-1.11, Synergy_ZIP=-0.124, Synergy_Bliss=2.96, Synergy_Loewe=4.98, Synergy_HSA=2.29.